Task: Predict the reaction yield, written as a fraction of the theoretical maximum amount of product (1.0 means a 100% yield; for example, 0.34 means a 34% yield).. Dataset: Reaction yield outcomes from USPTO patents with 853,638 reactions (1) The yield is 0.500. The catalyst is C(Cl)(Cl)(Cl)Cl.ClCCl. The reactants are [CH3:1][C:2]1[CH:7]=[CH:6][C:5]([N+:8]([O-:10])=[O:9])=[CH:4][C:3]=1[C:11]([F:14])([F:13])[F:12].C1C(=O)N(Br)C(=O)C1.CC(N=NC(C#N)(C)C)(C#N)C.CCN(C(C)C)C(C)C.[CH2:44]([N:46]1[CH2:51][CH2:50][NH:49][CH2:48][CH2:47]1)[CH3:45]. The product is [CH2:44]([N:46]1[CH2:51][CH2:50][N:49]([CH2:1][C:2]2[CH:7]=[CH:6][C:5]([N+:8]([O-:10])=[O:9])=[CH:4][C:3]=2[C:11]([F:12])([F:13])[F:14])[CH2:48][CH2:47]1)[CH3:45]. (2) The reactants are [C:1]([O:5][C:6](=[O:31])[CH2:7][O:8][C:9]1[C:14]2[CH2:15][CH2:16][CH2:17][CH2:18][CH:19]([NH:20][S:21]([C:24]3[CH:29]=[CH:28][C:27](Br)=[CH:26][N:25]=3)(=[O:23])=[O:22])[C:13]=2[CH:12]=[CH:11][CH:10]=1)([CH3:4])([CH3:3])[CH3:2].[CH:32]([C:35]1[CH:36]=[C:37](B(O)O)[CH:38]=[CH:39][CH:40]=1)([CH3:34])[CH3:33].C([O-])([O-])=O.[K+].[K+]. The product is [C:1]([O:5][C:6](=[O:31])[CH2:7][O:8][C:9]1[C:14]2[CH2:15][CH2:16][CH2:17][CH2:18][CH:19]([NH:20][S:21]([C:24]3[CH:29]=[CH:28][C:27]([C:39]4[CH:38]=[CH:37][CH:36]=[C:35]([CH:32]([CH3:34])[CH3:33])[CH:40]=4)=[CH:26][N:25]=3)(=[O:23])=[O:22])[C:13]=2[CH:12]=[CH:11][CH:10]=1)([CH3:4])([CH3:3])[CH3:2]. The yield is 0.840. The catalyst is O1CCOCC1.C1C=CC([P]([Pd]([P](C2C=CC=CC=2)(C2C=CC=CC=2)C2C=CC=CC=2)([P](C2C=CC=CC=2)(C2C=CC=CC=2)C2C=CC=CC=2)[P](C2C=CC=CC=2)(C2C=CC=CC=2)C2C=CC=CC=2)(C2C=CC=CC=2)C2C=CC=CC=2)=CC=1. (3) No catalyst specified. The yield is 0.380. The reactants are C(O[C:5](=[O:7])[CH3:6])(=O)C.[NH2:8][C:9]1[CH:14]=[CH:13][C:12](/[C:15](/[C:22]2[NH:27][C:26](=[O:28])[C:25]([Cl:29])=[CH:24][CH:23]=2)=[CH:16]\[CH:17]2[CH2:21][CH2:20][CH2:19][CH2:18]2)=[CH:11][CH:10]=1.C(=O)(O)[O-].[Na+]. The product is [Cl:29][C:25]1[C:26](=[O:28])[NH:27][C:22](/[C:15](/[C:12]2[CH:13]=[CH:14][C:9]([NH:8][C:5](=[O:7])[CH3:6])=[CH:10][CH:11]=2)=[CH:16]/[CH:17]2[CH2:21][CH2:20][CH2:19][CH2:18]2)=[CH:23][CH:24]=1. (4) The product is [Cl:11][C:10]1[C:5]([NH:18][CH2:17][C:16]([O:15][CH2:13][CH3:14])=[O:19])=[N:6][CH:7]=[CH:8][N:9]=1. The yield is 0.150. The reactants are C(O)C.Cl[C:5]1[C:10]([Cl:11])=[N:9][CH:8]=[CH:7][N:6]=1.Cl.[CH2:13]([O:15][C:16](=[O:19])[CH2:17][NH2:18])[CH3:14]. The catalyst is C(N(CC)CC)C.